Dataset: Catalyst prediction with 721,799 reactions and 888 catalyst types from USPTO. Task: Predict which catalyst facilitates the given reaction. (1) Reactant: Cl[C:2]1[CH:7]=[C:6]([O:8][CH3:9])[N:5]=[CH:4][N:3]=1.[Cl:10][C:11]1[CH:12]=[C:13]2[C:17](=[C:18](B3OC(C)(C)C(C)(C)O3)[CH:19]=1)[N:16]([CH2:29][CH2:30][O:31][CH3:32])[N:15]=[CH:14]2.C([O-])([O-])=O.[Na+].[Na+].COCCOC. Product: [Cl:10][C:11]1[CH:12]=[C:13]2[C:17](=[C:18]([C:2]3[CH:7]=[C:6]([O:8][CH3:9])[N:5]=[CH:4][N:3]=3)[CH:19]=1)[N:16]([CH2:29][CH2:30][O:31][CH3:32])[N:15]=[CH:14]2. The catalyst class is: 14. (2) Reactant: C([O:8][C:9]1[CH:10]=[C:11]2[C:15](=[CH:16][CH:17]=1)[NH:14][C:13]([CH2:18][CH:19]([CH2:24][C:25]1[CH:30]=[CH:29][CH:28]=[CH:27][CH:26]=1)[C:20]([O:22][CH3:23])=[O:21])=[CH:12]2)C1C=CC=CC=1. Product: [OH:8][C:9]1[CH:10]=[C:11]2[C:15](=[CH:16][CH:17]=1)[NH:14][C:13]([CH2:18][CH:19]([CH2:24][C:25]1[CH:26]=[CH:27][CH:28]=[CH:29][CH:30]=1)[C:20]([O:22][CH3:23])=[O:21])=[CH:12]2. The catalyst class is: 29.